From a dataset of Reaction yield outcomes from USPTO patents with 853,638 reactions. Predict the reaction yield, written as a fraction of the theoretical maximum amount of product (1.0 means a 100% yield; for example, 0.34 means a 34% yield). (1) The reactants are Cl[C:2]1[N:7]=[C:6]([C:8](OC)=[O:9])[CH:5]=[CH:4][C:3]=1[CH2:12][NH:13][CH2:14][CH2:15][OH:16].C([O-])([O-])=O.[K+].[K+].[CH:23]([OH:26])([CH3:25])[CH3:24]. The yield is 0.140. The catalyst is [Cu]I. The product is [O:16]1[C:2]2[N:7]=[C:6]([C:8]([O:26][CH:23]([CH3:25])[CH3:24])=[O:9])[CH:5]=[CH:4][C:3]=2[CH2:12][NH:13][CH2:14][CH2:15]1. (2) The reactants are [NH2:1][C:2]1[CH:7]=[CH:6][C:5](B(O)O)=[CH:4][CH:3]=1.[C:11]([O:15][C:16]([N:18]1[C@@H:23]([CH3:24])[CH:22]=[C:21](OS(C(F)(F)F)(=O)=O)[CH2:20][C@@H:19]1[CH3:33])=[O:17])([CH3:14])([CH3:13])[CH3:12]. No catalyst specified. The product is [C:11]([O:15][C:16]([N:18]1[CH:19]([CH3:33])[CH:20]=[C:21]([C:5]2[CH:6]=[CH:7][C:2]([NH2:1])=[CH:3][CH:4]=2)[CH2:22][CH:23]1[CH3:24])=[O:17])([CH3:14])([CH3:12])[CH3:13]. The yield is 0.570. (3) The reactants are [C:1]([C:3]1[CH:8]=[CH:7][C:6]([OH:9])=[CH:5][CH:4]=1)#[N:2].C(=O)([O-])[O-].[K+].[K+].C(#N)C.Br[CH2:20][CH2:21][CH2:22][CH2:23][CH2:24][Cl:25]. The catalyst is C(OCC)(=O)C. The product is [Cl:25][CH2:24][CH2:23][CH2:22][CH2:21][CH2:20][O:9][C:6]1[CH:7]=[CH:8][C:3]([C:1]#[N:2])=[CH:4][CH:5]=1. The yield is 0.903. (4) The reactants are C=O.[Br:3][C:4]1[CH:37]=[CH:36][C:7]([NH:8][C:9]2[C:18]3[C:13](=[CH:14][C:15]([O:21][CH2:22][CH:23]4[CH2:28][CH2:27][N:26]([C:29](OC(C)(C)C)=O)[CH2:25][CH2:24]4)=[C:16]([O:19][CH3:20])[CH:17]=3)[N:12]=[CH:11][N:10]=2)=[C:6]([F:38])[CH:5]=1. The catalyst is C(O)=O. The product is [Br:3][C:4]1[CH:37]=[CH:36][C:7]([NH:8][C:9]2[C:18]3[C:13](=[CH:14][C:15]([O:21][CH2:22][CH:23]4[CH2:24][CH2:25][N:26]([CH3:29])[CH2:27][CH2:28]4)=[C:16]([O:19][CH3:20])[CH:17]=3)[N:12]=[CH:11][N:10]=2)=[C:6]([F:38])[CH:5]=1. The yield is 0.880. (5) The catalyst is O1CCOCC1. The yield is 0.870. The reactants are C([O:5][C:6](=[O:18])[CH:7]([N:9]1[C:13]([C:14]([O:16][CH3:17])=[O:15])=[CH:12][N:11]=[N:10]1)[CH3:8])(C)(C)C.Cl. The product is [CH3:17][O:16][C:14]([C:13]1[N:9]([CH:7]([CH3:8])[C:6]([OH:18])=[O:5])[N:10]=[N:11][CH:12]=1)=[O:15]. (6) The reactants are [C:1]([O:4][C@H:5]1[C@H:11]([O:12][C:13](=[O:15])[CH3:14])[C@@H:10]([O:16][C:17](=[O:19])[CH3:18])[C@:9]2([C:21]3[CH:26]=[CH:25][C:24]([Cl:27])=[C:23]([CH2:28]OC4C=CC=CC=4)[CH:22]=3)[O:20][C@@:6]1([CH2:36][O:37][C:38](=[O:40])[CH3:39])[CH2:7][O:8]2)(=[O:3])[CH3:2].[BrH:41].CC(O)=O. The catalyst is C(O)(=O)C. The product is [C:1]([O:4][C@H:5]1[C@H:11]([O:12][C:13](=[O:15])[CH3:14])[C@@H:10]([O:16][C:17](=[O:19])[CH3:18])[C@:9]2([C:21]3[CH:26]=[CH:25][C:24]([Cl:27])=[C:23]([CH2:28][Br:41])[CH:22]=3)[O:20][C@@:6]1([CH2:36][O:37][C:38](=[O:40])[CH3:39])[CH2:7][O:8]2)(=[O:3])[CH3:2]. The yield is 0.790. (7) The reactants are [F:1][C:2]1[CH:3]=[C:4]([CH2:9][C:10]([OH:12])=O)[CH:5]=[C:6]([F:8])[CH:7]=1.Cl.[CH3:14][O:15][C:16](=[O:20])[C@H:17]([CH3:19])[NH2:18].C1C=CC2N(O)N=NC=2C=1.CN1CCOCC1.CCN=C=NCCCN(C)C.Cl. The catalyst is ClCCl.C(OCC)(=O)C. The product is [CH3:14][O:15][C:16](=[O:20])[C@H:17]([CH3:19])[NH:18][C:10](=[O:12])[CH2:9][C:4]1[CH:5]=[C:6]([F:8])[CH:7]=[C:2]([F:1])[CH:3]=1. The yield is 0.880. (8) The reactants are [CH3:1][O:2][C:3]1[CH:4]=[C:5]2[C:10](=[CH:11][C:12]=1[CH3:13])[C:9](=O)[CH2:8][CH2:7][C:6]2([CH3:16])[CH3:15].[CH3:17][CH2:18][Mg+].[Br-]. No catalyst specified. The product is [CH2:17]([C:9]1[C:10]2[C:5](=[CH:4][C:3]([O:2][CH3:1])=[C:12]([CH3:13])[CH:11]=2)[C:6]([CH3:16])([CH3:15])[CH2:7][CH:8]=1)[CH3:18]. The yield is 0.400.